Dataset: Forward reaction prediction with 1.9M reactions from USPTO patents (1976-2016). Task: Predict the product of the given reaction. (1) Given the reactants [Br:1][C:2]1[C:3]([N:18]2[CH2:23][CH2:22][CH:21]([C:24]3[O:28][N:27]=[C:26]([CH:29]([CH3:31])[CH3:30])[N:25]=3)[CH2:20][CH2:19]2)=[C:4]([C@H:10]([OH:17])[C:11]([O:13][CH:14]([CH3:16])[CH3:15])=[O:12])[C:5]([CH3:9])=[N:6][C:7]=1[CH3:8], predict the reaction product. The product is: [Br:1][C:2]1[C:3]([N:18]2[CH2:23][CH2:22][CH:21]([C:24]3[O:28][N:27]=[C:26]([CH:29]([CH3:31])[CH3:30])[N:25]=3)[CH2:20][CH2:19]2)=[C:4]([C@H:10]([O:17][C:4]([CH3:10])([CH3:5])[CH3:3])[C:11]([O:13][CH:14]([CH3:16])[CH3:15])=[O:12])[C:5]([CH3:9])=[N:6][C:7]=1[CH3:8]. (2) Given the reactants Br[C:2]1[CH:3]=[C:4]([NH:9][C:10](=[O:22])[C:11]2[CH:16]=[CH:15][N:14]=[C:13]([C:17]([C:20]#[N:21])([CH3:19])[CH3:18])[CH:12]=2)[CH:5]=[N:6][C:7]=1[CH3:8].C([O-])(=O)C.[K+].[CH3:28][C:29]1([CH3:45])[C:33]([CH3:35])([CH3:34])[O:32][B:31]([B:31]2[O:32][C:33]([CH3:35])([CH3:34])[C:29]([CH3:45])([CH3:28])[O:30]2)[O:30]1, predict the reaction product. The product is: [C:20]([C:17]([C:13]1[CH:12]=[C:11]([CH:16]=[CH:15][N:14]=1)[C:10]([NH:9][C:4]1[CH:5]=[N:6][C:7]([CH3:8])=[C:2]([B:31]2[O:32][C:33]([CH3:35])([CH3:34])[C:29]([CH3:45])([CH3:28])[O:30]2)[CH:3]=1)=[O:22])([CH3:19])[CH3:18])#[N:21]. (3) Given the reactants [CH3:1][O:2][C:3]1[CH:8]=[CH:7][C:6]([CH2:9][C:10](O)=[O:11])=[C:5]([N+:13]([O-:15])=[O:14])[CH:4]=1, predict the reaction product. The product is: [CH3:1][O:2][C:3]1[CH:8]=[CH:7][C:6]([CH2:9][CH2:10][OH:11])=[C:5]([N+:13]([O-:15])=[O:14])[CH:4]=1. (4) Given the reactants [Mg].II.[CH:4]1(Br)[CH2:6][CH2:5]1.C1([Mg]Br)CC1.[Cl:13][C:14]1[N:15]=[C:16]2[CH:21]=[CH:20][C:19](Cl)=[N:18][N:17]2[C:23]=1[S:24]([N:27]=[CH:28][N:29]([CH2:34][CH:35]([CH3:37])[CH3:36])[CH2:30][CH:31]([CH3:33])[CH3:32])(=[O:26])=[O:25].Cl, predict the reaction product. The product is: [Cl:13][C:14]1[N:15]=[C:16]2[CH:21]=[CH:20][C:19]([CH:4]3[CH2:5][CH2:6]3)=[N:18][N:17]2[C:23]=1[S:24]([N:27]=[CH:28][N:29]([CH2:34][CH:35]([CH3:37])[CH3:36])[CH2:30][CH:31]([CH3:32])[CH3:33])(=[O:25])=[O:26]. (5) Given the reactants O=[C:2]1[CH2:7][CH2:6][N:5]([C:8]([O:10][C:11]([CH3:14])([CH3:13])[CH3:12])=[O:9])[CH2:4][CH:3]1[C:15](=O)[CH2:16][C:17]1[CH:22]=[CH:21][C:20]([CH3:23])=[CH:19][CH:18]=1.[CH3:25][C:26]1[N:27]([C:31]2[CH:36]=[CH:35][C:34]([NH:37][C:38]([NH2:40])=[NH:39])=[CH:33][CH:32]=2)[CH:28]=[CH:29][N:30]=1, predict the reaction product. The product is: [CH3:25][C:26]1[N:27]([C:31]2[CH:32]=[CH:33][C:34]([NH:37][C:38]3[N:39]=[C:15]([CH2:16][C:17]4[CH:22]=[CH:21][C:20]([CH3:23])=[CH:19][CH:18]=4)[C:3]4[CH2:4][N:5]([C:8]([O:10][C:11]([CH3:14])([CH3:13])[CH3:12])=[O:9])[CH2:6][CH2:7][C:2]=4[N:40]=3)=[CH:35][CH:36]=2)[CH:28]=[CH:29][N:30]=1.